This data is from Forward reaction prediction with 1.9M reactions from USPTO patents (1976-2016). The task is: Predict the product of the given reaction. (1) The product is: [Cl:1][C:2]1[CH:7]=[CH:6][C:5]([CH:8]([N:23]2[C:19](=[O:29])[C:20]3[C:21](=[CH:25][CH:26]=[CH:27][CH:28]=3)[C:22]2=[O:24])[CH2:9][NH:10][C:11](=[O:17])[O:12][C:13]([CH3:16])([CH3:15])[CH3:14])=[CH:4][CH:3]=1. Given the reactants [Cl:1][C:2]1[CH:7]=[CH:6][C:5]([CH:8](O)[CH2:9][NH:10][C:11](=[O:17])[O:12][C:13]([CH3:16])([CH3:15])[CH3:14])=[CH:4][CH:3]=1.[C:19]1(=[O:29])[NH:23][C:22](=[O:24])[C:21]2=[CH:25][CH:26]=[CH:27][CH:28]=[C:20]12.C1(P(C2C=CC=CC=2)C2C=CC=CC=2)C=CC=CC=1.N(C(OC(C)C)=O)=NC(OC(C)C)=O, predict the reaction product. (2) The product is: [C:17](/[C:16](/[C:10]1[C:9]2[C:13](=[CH:14][CH:15]=[C:7]([O:6][CH3:5])[CH:8]=2)[NH:12][CH:11]=1)=[CH:19]\[C:21]1[CH:22]=[C:23]([CH:26]=[CH:27][CH:28]=1)[C:24]#[N:25])#[N:18]. Given the reactants C([O-])C.[Na+].[CH3:5][O:6][C:7]1[CH:8]=[C:9]2[C:13](=[CH:14][CH:15]=1)[NH:12][CH:11]=[C:10]2[CH2:16][C:17]#[N:18].[CH:19]([C:21]1[CH:22]=[C:23]([CH:26]=[CH:27][CH:28]=1)[C:24]#[N:25])=O, predict the reaction product. (3) Given the reactants [F:1][C:2]([F:23])([F:22])[C:3]([C:12]1[CH:17]=[CH:16][C:15]([OH:18])=[C:14]([CH2:19][CH2:20][CH3:21])[CH:13]=1)([O:8][CH2:9][O:10][CH3:11])[C:4]([F:7])([F:6])[F:5].C(=O)([O-])[O-].[K+].[K+].F[C:31]1[CH:32]=[CH:33][C:34]([N+:39]([O-:41])=[O:40])=[C:35]([CH:38]=1)[CH:36]=[O:37].O, predict the reaction product. The product is: [F:1][C:2]([F:22])([F:23])[C:3]([C:12]1[CH:17]=[CH:16][C:15]([O:18][C:31]2[CH:32]=[CH:33][C:34]([N+:39]([O-:41])=[O:40])=[C:35]([CH:38]=2)[CH:36]=[O:37])=[C:14]([CH2:19][CH2:20][CH3:21])[CH:13]=1)([O:8][CH2:9][O:10][CH3:11])[C:4]([F:6])([F:5])[F:7]. (4) Given the reactants [Cl:1][C:2]1[CH:7]=[CH:6][C:5]([C:8]2[CH:13]=[CH:12][CH:11]=[CH:10][C:9]=2[C@H:14]([N:30]([CH3:32])[CH3:31])[CH:15]2[CH2:20][CH2:19][N:18]([C:21]3[CH:29]=[CH:28][C:24]([C:25]([O-])=[O:26])=[CH:23][CH:22]=3)[CH2:17][CH2:16]2)=[CH:4][CH:3]=1.[Li].C(Cl)CCl.CCN(C(C)C)C(C)C.[O:47]1[CH2:52][CH2:51][N:50]([CH2:53][CH2:54][C@@H:55]([NH:64][C:65]2[CH:70]=[CH:69][C:68]([S:71]([NH2:74])(=[O:73])=[O:72])=[CH:67][C:66]=2[S:75]([C:78]([F:81])([F:80])[F:79])(=[O:77])=[O:76])[CH2:56][S:57][C:58]2[CH:63]=[CH:62][CH:61]=[CH:60][CH:59]=2)[CH2:49][CH2:48]1.Cl, predict the reaction product. The product is: [ClH:1].[Cl:1][C:2]1[CH:3]=[CH:4][C:5]([C:8]2[CH:13]=[CH:12][CH:11]=[CH:10][C:9]=2[C@H:14]([N:30]([CH3:32])[CH3:31])[CH:15]2[CH2:20][CH2:19][N:18]([C:21]3[CH:22]=[CH:23][C:24]([C:25]([NH:74][S:71]([C:68]4[CH:69]=[CH:70][C:65]([NH:64][C@H:55]([CH2:54][CH2:53][N:50]5[CH2:51][CH2:52][O:47][CH2:48][CH2:49]5)[CH2:56][S:57][C:58]5[CH:59]=[CH:60][CH:61]=[CH:62][CH:63]=5)=[C:66]([S:75]([C:78]([F:81])([F:79])[F:80])(=[O:77])=[O:76])[CH:67]=4)(=[O:72])=[O:73])=[O:26])=[CH:28][CH:29]=3)[CH2:17][CH2:16]2)=[CH:6][CH:7]=1.